Task: Predict the reaction yield, written as a fraction of the theoretical maximum amount of product (1.0 means a 100% yield; for example, 0.34 means a 34% yield).. Dataset: Reaction yield outcomes from USPTO patents with 853,638 reactions (1) The reactants are [F:1][C:2]1[CH:3]=[C:4]2[C:9](=[CH:10][CH:11]=1)[N:8]=[C:7]([NH:12][C:13](=[O:17])OCC)[C:6]([O:18][CH3:19])=[N:5]2.[N+:20]([C:23]1[CH:28]=[CH:27][C:26]([N:29]2[CH2:34][CH2:33][NH:32][CH2:31][CH2:30]2)=[CH:25][CH:24]=1)([O-:22])=[O:21]. No catalyst specified. The product is [F:1][C:2]1[CH:3]=[C:4]2[C:9](=[CH:10][CH:11]=1)[N:8]=[C:7]([NH:12][C:13]([N:32]1[CH2:33][CH2:34][N:29]([C:26]3[CH:25]=[CH:24][C:23]([N+:20]([O-:22])=[O:21])=[CH:28][CH:27]=3)[CH2:30][CH2:31]1)=[O:17])[C:6]([O:18][CH3:19])=[N:5]2. The yield is 0.890. (2) The reactants are [NH2:1][C:2]1[CH:3]=[C:4]([C:8]2[S:9][CH:10]=[C:11]([C:13]([NH2:15])=[O:14])[N:12]=2)[CH:5]=[CH:6][CH:7]=1.[Cl:16][C:17]1[C:26]2[C:21](=[CH:22][C:23]([O:30][CH2:31][CH3:32])=[C:24]([O:27][CH2:28][CH3:29])[CH:25]=2)[N:20]=[CH:19][N:18]=1. The catalyst is C(O)C. The product is [ClH:16].[CH2:28]([O:27][C:24]1[CH:25]=[C:26]2[C:21](=[CH:22][C:23]=1[O:30][CH2:31][CH3:32])[N:20]=[CH:19][N:18]=[C:17]2[NH:1][C:2]1[CH:3]=[C:4]([C:8]2[S:9][CH:10]=[C:11]([C:13]([NH2:15])=[O:14])[N:12]=2)[CH:5]=[CH:6][CH:7]=1)[CH3:29]. The yield is 0.880. (3) The reactants are [Br:1][C:2]1[CH:9]=[CH:8][C:5]([CH:6]=O)=[C:4]([Cl:10])[CH:3]=1.Cl.CN.CC([O-])=O.[Na+].[N+:19]([CH3:22])([O-:21])=[O:20]. The catalyst is O. The product is [Br:1][C:2]1[CH:9]=[CH:8][C:5]([CH:6]=[CH:22][N+:19]([O-:21])=[O:20])=[C:4]([Cl:10])[CH:3]=1. The yield is 0.950.